This data is from NCI-60 drug combinations with 297,098 pairs across 59 cell lines. The task is: Regression. Given two drug SMILES strings and cell line genomic features, predict the synergy score measuring deviation from expected non-interaction effect. (1) Drug 1: C1CN1C2=NC(=NC(=N2)N3CC3)N4CC4. Drug 2: CC(CN1CC(=O)NC(=O)C1)N2CC(=O)NC(=O)C2. Cell line: DU-145. Synergy scores: CSS=59.5, Synergy_ZIP=-1.62, Synergy_Bliss=-2.34, Synergy_Loewe=-21.2, Synergy_HSA=-0.870. (2) Drug 1: CC1=C(C=C(C=C1)NC(=O)C2=CC=C(C=C2)CN3CCN(CC3)C)NC4=NC=CC(=N4)C5=CN=CC=C5. Drug 2: CNC(=O)C1=NC=CC(=C1)OC2=CC=C(C=C2)NC(=O)NC3=CC(=C(C=C3)Cl)C(F)(F)F. Cell line: MDA-MB-231. Synergy scores: CSS=0.693, Synergy_ZIP=2.45, Synergy_Bliss=3.30, Synergy_Loewe=0.364, Synergy_HSA=-1.12. (3) Drug 1: CC1=C2C(C(=O)C3(C(CC4C(C3C(C(C2(C)C)(CC1OC(=O)C(C(C5=CC=CC=C5)NC(=O)OC(C)(C)C)O)O)OC(=O)C6=CC=CC=C6)(CO4)OC(=O)C)OC)C)OC. Drug 2: C1=CC(=CC=C1CC(C(=O)O)N)N(CCCl)CCCl.Cl. Cell line: MALME-3M. Synergy scores: CSS=17.4, Synergy_ZIP=-9.19, Synergy_Bliss=-8.38, Synergy_Loewe=-14.2, Synergy_HSA=-6.62.